This data is from CYP2C9 inhibition data for predicting drug metabolism from PubChem BioAssay. The task is: Regression/Classification. Given a drug SMILES string, predict its absorption, distribution, metabolism, or excretion properties. Task type varies by dataset: regression for continuous measurements (e.g., permeability, clearance, half-life) or binary classification for categorical outcomes (e.g., BBB penetration, CYP inhibition). Dataset: cyp2c9_veith. The molecule is Cc1ccc(NC(=O)CSCC(=O)Nc2ccc(N3CCOCC3)c(Cl)c2)cc1. The result is 1 (inhibitor).